This data is from Forward reaction prediction with 1.9M reactions from USPTO patents (1976-2016). The task is: Predict the product of the given reaction. (1) Given the reactants [H-].[Na+].CO.[CH3:5][O:6][CH:7]=[O:8].C[O:10][C:11](OC)([CH3:18])[CH2:12][CH2:13][C:14](OC)=[O:15], predict the reaction product. The product is: [OH:15][CH:14]=[C:13]([CH2:12][C:11](=[O:10])[CH3:18])[C:7]([O:6][CH3:5])=[O:8]. (2) Given the reactants C([O:3][C:4](=[O:23])[C:5]1[CH:10]=[CH:9][C:8]([CH2:11][N:12]2[CH2:17][CH2:16][N:15]([CH3:18])[CH2:14][CH2:13]2)=[C:7]([C:19]([F:22])([F:21])[F:20])[CH:6]=1)C.[OH-].[Na+].Cl, predict the reaction product. The product is: [CH3:18][N:15]1[CH2:16][CH2:17][N:12]([CH2:11][C:8]2[CH:9]=[CH:10][C:5]([C:4]([OH:23])=[O:3])=[CH:6][C:7]=2[C:19]([F:22])([F:20])[F:21])[CH2:13][CH2:14]1. (3) Given the reactants C(OC(NCCC[CH2:12][CH2:13][O:14][C:15]1[C:16]([CH2:26][CH:27]=[CH2:28])=[C:17]2[C:22](=[CH:23][CH:24]=1)[C:21](=[O:25])[CH2:20][CH2:19][CH2:18]2)=O)(C)(C)C.[C:29]([O:33][C:34]([NH:36]CCO)=[O:35])([CH3:32])([CH3:31])[CH3:30], predict the reaction product. The product is: [C:29]([O:33][C:34]([NH:36][CH2:12][CH2:13][O:14][C:15]1[C:16]([CH2:26][CH:27]=[CH2:28])=[C:17]2[C:22](=[CH:23][CH:24]=1)[C:21](=[O:25])[CH2:20][CH2:19][CH2:18]2)=[O:35])([CH3:32])([CH3:31])[CH3:30]. (4) Given the reactants [Br:1][C:2]1[C:3]([N:12]2[CH2:17][CH2:16][N:15]([CH2:18][C:19]3[N:20]=[CH:21][S:22][CH:23]=3)[CH2:14][CH2:13]2)=[C:4]([N+:9]([O-])=O)[C:5]([NH2:8])=[N:6][CH:7]=1.CCO.[O:27]1[CH2:32][CH2:31][N:30]([CH2:33][C:34]2[CH:41]=[CH:40][C:37]([CH:38]=O)=[CH:36][CH:35]=2)[CH2:29][CH2:28]1.[O-]S(S([O-])=O)=O.[Na+].[Na+], predict the reaction product. The product is: [Br:1][C:2]1[C:3]([N:12]2[CH2:17][CH2:16][N:15]([CH2:18][C:19]3[N:20]=[CH:21][S:22][CH:23]=3)[CH2:14][CH2:13]2)=[C:4]2[N:9]=[C:38]([C:37]3[CH:36]=[CH:35][C:34]([CH2:33][N:30]4[CH2:31][CH2:32][O:27][CH2:28][CH2:29]4)=[CH:41][CH:40]=3)[NH:8][C:5]2=[N:6][CH:7]=1. (5) Given the reactants [OH-].[Li+].[Br:3][C:4]1[CH:9]=[CH:8][C:7]([CH:10]([O:15][C:16]2[CH:21]=[CH:20][CH:19]=[CH:18][CH:17]=2)[C:11]([O:13]C)=[O:12])=[CH:6][CH:5]=1, predict the reaction product. The product is: [Br:3][C:4]1[CH:5]=[CH:6][C:7]([CH:10]([O:15][C:16]2[CH:17]=[CH:18][CH:19]=[CH:20][CH:21]=2)[C:11]([OH:13])=[O:12])=[CH:8][CH:9]=1. (6) Given the reactants C(O[C:4](=[O:13])[C:5]([C:11]#[N:12])=[C:6](OCC)[CH3:7])C.[N+:14]([C:17]1[CH:25]=[CH:24][C:20]([C:21](=[NH:23])[NH2:22])=[CH:19][CH:18]=1)([O-:16])=[O:15].O.Cl, predict the reaction product. The product is: [CH3:7][C:6]1[CH:5]([C:11]#[N:12])[C:4](=[O:13])[N:22]=[C:21]([C:20]2[CH:19]=[CH:18][C:17]([N+:14]([O-:16])=[O:15])=[CH:25][CH:24]=2)[N:23]=1. (7) Given the reactants [C:1]([CH2:3][C:4]1[CH:5]=[C:6]([CH:10]=[CH:11][CH:12]=1)[C:7]([NH2:9])=[O:8])#[N:2].Cl[CH2:14][C:15](=O)[CH3:16], predict the reaction product. The product is: [CH3:16][C:15]1[N:9]=[C:7]([C:6]2[CH:5]=[C:4]([CH2:3][C:1]#[N:2])[CH:12]=[CH:11][CH:10]=2)[O:8][CH:14]=1. (8) Given the reactants Cl[CH2:2][CH2:3][O:4][C:5]([CH3:9])([CH3:8])[C:6]#[N:7].[Na+].[I-].[NH2:12][OH:13].[C:14]([C:21]([O:23][CH2:24][CH3:25])=[O:22])#[C:15][C:16]([O:18][CH2:19][CH3:20])=[O:17], predict the reaction product. The product is: [CH2:19]([O:18][C:16](=[O:17])[CH2:15][C:14]1([C:21]([O:23][CH2:24][CH3:25])=[O:22])[O:13][N:12]2[C:6]([C:5]([CH3:9])([CH3:8])[O:4][CH2:3][CH2:2]2)=[N:7]1)[CH3:20]. (9) Given the reactants [NH2:1][C:2]1[CH:7]=[CH:6][C:5]([Cl:8])=[CH:4][C:3]=1[C:9](=[O:14])[C:10]([F:13])([F:12])[F:11].[C:15]([O:21][C@H:22]([C:26]1[CH:31]=[CH:30][CH:29]=[CH:28][CH:27]=1)[C:23](Cl)=[O:24])(=[O:20])[C:16]([CH3:19])([CH3:18])[CH3:17].CN(C)C1C=CC=CC=1.Cl, predict the reaction product. The product is: [C:15]([O:21][C@H:22]([C:26]1[CH:31]=[CH:30][CH:29]=[CH:28][CH:27]=1)[C:23]([NH:1][C:2]1[CH:7]=[CH:6][C:5]([Cl:8])=[CH:4][C:3]=1[C:9](=[O:14])[C:10]([F:13])([F:11])[F:12])=[O:24])(=[O:20])[C:16]([CH3:19])([CH3:18])[CH3:17].